From a dataset of Forward reaction prediction with 1.9M reactions from USPTO patents (1976-2016). Predict the product of the given reaction. (1) Given the reactants [F:1][C:2]1[CH:7]=[CH:6][C:5]([N+:8]([O-])=O)=[CH:4][C:3]=1[CH3:11].[H][H], predict the reaction product. The product is: [F:1][C:2]1[CH:7]=[CH:6][C:5]([NH2:8])=[CH:4][C:3]=1[CH3:11]. (2) Given the reactants [NH2:1][C:2]1[CH:3]=[C:4]2[C:8](=[CH:9][CH:10]=1)[N:7]([CH2:11][CH2:12][N:13]([CH2:16][CH3:17])[CH2:14][CH3:15])[CH:6]=[CH:5]2.[S:18]1[CH:22]=[C:21]([S:23](Cl)(=[O:25])=[O:24])[C:20]2[CH:27]=[CH:28][CH:29]=[CH:30][C:19]1=2, predict the reaction product. The product is: [CH2:14]([N:13]([CH2:16][CH3:17])[CH2:12][CH2:11][N:7]1[C:8]2[C:4](=[CH:3][C:2]([NH:1][S:23]([C:21]3[C:20]4[CH:27]=[CH:28][CH:29]=[CH:30][C:19]=4[S:18][CH:22]=3)(=[O:24])=[O:25])=[CH:10][CH:9]=2)[CH:5]=[CH:6]1)[CH3:15]. (3) Given the reactants [F:1][C:2]1[CH:9]=[CH:8][C:5]([CH:6]=O)=[CH:4][CH:3]=1.Cl.[NH2:11][OH:12], predict the reaction product. The product is: [F:1][C:2]1[CH:9]=[CH:8][C:5]([CH:6]=[N:11][OH:12])=[CH:4][CH:3]=1. (4) Given the reactants [CH3:1][NH:2][CH2:3][C:4]([O:6][C@H:7]([CH3:45])[CH2:8][N:9]1[C:13]([CH3:14])=[C:12]([C:15](=[O:37])[NH:16][C:17]2[CH:22]=[CH:21][C:20]([O:23][C:24]3[C:33]4[C:28](=[CH:29][C:30]([O:34][CH3:35])=[CH:31][CH:32]=4)[N:27]=[CH:26][CH:25]=3)=[C:19]([F:36])[CH:18]=2)[C:11](=[O:38])[N:10]1[C:39]1[CH:44]=[CH:43][CH:42]=[CH:41][CH:40]=1)=[O:5].[C:46]([OH:54])(=[O:53])[C:47]1[CH:52]=[CH:51][CH:50]=[CH:49][CH:48]=1, predict the reaction product. The product is: [C:46]([OH:54])(=[O:53])[C:47]1[CH:52]=[CH:51][CH:50]=[CH:49][CH:48]=1.[CH3:1][NH:2][CH2:3][C:4]([O:6][C@H:7]([CH3:45])[CH2:8][N:9]1[C:13]([CH3:14])=[C:12]([C:15](=[O:37])[NH:16][C:17]2[CH:22]=[CH:21][C:20]([O:23][C:24]3[C:33]4[C:28](=[CH:29][C:30]([O:34][CH3:35])=[CH:31][CH:32]=4)[N:27]=[CH:26][CH:25]=3)=[C:19]([F:36])[CH:18]=2)[C:11](=[O:38])[N:10]1[C:39]1[CH:40]=[CH:41][CH:42]=[CH:43][CH:44]=1)=[O:5]. (5) Given the reactants C(OC([N:8]1[CH2:13][CH2:12][N:11]([C:14]2[CH:19]=[CH:18][CH:17]=[C:16]([C:20]3[N:28]4[C:23]([C:24]([NH2:29])=[N:25][CH:26]=[N:27]4)=[C:22]([C:30]4[CH:31]=[CH:32][C:33]5[C:37]([CH:38]=4)=[N:36][N:35]([CH2:39][C:40]4[CH:45]=[CH:44][CH:43]=[CH:42][CH:41]=4)[CH:34]=5)[CH:21]=3)[CH:15]=2)[CH2:10][CH2:9]1)=O)(C)(C)C.C(O)(C(F)(F)F)=O, predict the reaction product. The product is: [CH2:39]([N:35]1[CH:34]=[C:33]2[C:37]([CH:38]=[C:30]([C:22]3[CH:21]=[C:20]([C:16]4[CH:17]=[CH:18][CH:19]=[C:14]([N:11]5[CH2:12][CH2:13][NH:8][CH2:9][CH2:10]5)[CH:15]=4)[N:28]4[C:23]=3[C:24]([NH2:29])=[N:25][CH:26]=[N:27]4)[CH:31]=[CH:32]2)=[N:36]1)[C:40]1[CH:45]=[CH:44][CH:43]=[CH:42][CH:41]=1. (6) Given the reactants [Cl:1][C:2]1[CH:51]=[CH:50][C:5]([C:6]([NH:8][C:9]2[N:13]([CH2:14][CH:15]3[CH2:19][CH2:18][CH2:17][N:16]3[C:20](=[O:31])[C:21]([C:29]#[N:30])=[CH:22][C:23]([N:26]([CH3:28])[CH3:27])([CH3:25])[CH3:24])[C:12]3[CH:32]=[CH:33][C:34]([CH2:36][N:37]([C@H:44]([C:46]([CH3:49])([CH3:48])[CH3:47])[CH3:45])C(=O)OCC=C)=[CH:35][C:11]=3[N:10]=2)=[O:7])=[CH:4][CH:3]=1.CC1(C)CC(=O)CC(=O)C1, predict the reaction product. The product is: [Cl:1][C:2]1[CH:3]=[CH:4][C:5]([C:6]([NH:8][C:9]2[N:13]([CH2:14][CH:15]3[CH2:19][CH2:18][CH2:17][N:16]3[C:20](=[O:31])[C:21]([C:29]#[N:30])=[CH:22][C:23]([N:26]([CH3:28])[CH3:27])([CH3:24])[CH3:25])[C:12]3[CH:32]=[CH:33][C:34]([CH2:36][NH:37][C@H:44]([C:46]([CH3:49])([CH3:48])[CH3:47])[CH3:45])=[CH:35][C:11]=3[N:10]=2)=[O:7])=[CH:50][CH:51]=1. (7) Given the reactants [Si]([O:18][CH:19]([C:21]1[CH:25]=[N:24][N:23]([CH2:26][C@@H:27]2[C@H:30]([NH:31][C:32](=[O:34])[O-:33])[C:29](=[O:35])[NH:28]2)[N:22]=1)[CH3:20])(C(C)(C)C)(C1C=CC=CC=1)C1C=CC=CC=1.[CH3:36][CH2:37][CH2:38]C[N+](CCCC)(CCCC)CCCC.[F-].[CH2:54]1[CH2:58]O[CH2:56][CH2:55]1, predict the reaction product. The product is: [CH2:56]([O:33][C:32](=[O:34])[NH:31][C@@H:30]1[C:29](=[O:35])[NH:28][C@@H:27]1[CH2:26][N:23]1[N:22]=[C:21]([CH:19]([OH:18])[CH3:20])[CH:25]=[N:24]1)[C:55]1[CH:38]=[CH:37][CH:36]=[CH:58][CH:54]=1.